Dataset: Peptide-MHC class II binding affinity with 134,281 pairs from IEDB. Task: Regression. Given a peptide amino acid sequence and an MHC pseudo amino acid sequence, predict their binding affinity value. This is MHC class II binding data. (1) The peptide sequence is GELQIVDKIDAAFKK. The MHC is DRB3_0101 with pseudo-sequence DRB3_0101. The binding affinity (normalized) is 0.564. (2) The peptide sequence is VIIMDEAHFLDPASIHHHHHH. The MHC is DRB3_0101 with pseudo-sequence DRB3_0101. The binding affinity (normalized) is 0.763. (3) The peptide sequence is KKNGGDAMYMALIAAFS. The MHC is DRB1_0404 with pseudo-sequence DRB1_0404. The binding affinity (normalized) is 0.536. (4) The binding affinity (normalized) is 0.147. The MHC is HLA-DPA10103-DPB10401 with pseudo-sequence HLA-DPA10103-DPB10401. The peptide sequence is NAGFKAALAAAAGVP. (5) The peptide sequence is RTITADTFRKLFRVY. The MHC is DRB1_0901 with pseudo-sequence DRB1_0901. The binding affinity (normalized) is 0.219. (6) The peptide sequence is RVAYGKCDSAGRSRR. The MHC is HLA-DQA10201-DQB10303 with pseudo-sequence HLA-DQA10201-DQB10303. The binding affinity (normalized) is 0. (7) The MHC is DRB1_1302 with pseudo-sequence DRB1_1302. The binding affinity (normalized) is 0.830. The peptide sequence is YDKFLANVSAVLTGK.